Dataset: Reaction yield outcomes from USPTO patents with 853,638 reactions. Task: Predict the reaction yield, written as a fraction of the theoretical maximum amount of product (1.0 means a 100% yield; for example, 0.34 means a 34% yield). The reactants are [F:1][C:2]1[CH:7]=[CH:6][C:5]([CH2:8][CH2:9]O)=[CH:4][CH:3]=1.P(Br)(Br)[Br:12]. The yield is 0.310. The catalyst is C1(C)C=CC=CC=1. The product is [F:1][C:2]1[CH:7]=[CH:6][C:5]([CH2:8][CH2:9][Br:12])=[CH:4][CH:3]=1.